Dataset: NCI-60 drug combinations with 297,098 pairs across 59 cell lines. Task: Regression. Given two drug SMILES strings and cell line genomic features, predict the synergy score measuring deviation from expected non-interaction effect. (1) Drug 1: C1=CC(=CC=C1CCC2=CNC3=C2C(=O)NC(=N3)N)C(=O)NC(CCC(=O)O)C(=O)O. Drug 2: C1=CC(=C2C(=C1NCCNCCO)C(=O)C3=C(C=CC(=C3C2=O)O)O)NCCNCCO. Cell line: BT-549. Synergy scores: CSS=33.2, Synergy_ZIP=-7.27, Synergy_Bliss=-5.35, Synergy_Loewe=-8.37, Synergy_HSA=-0.516. (2) Drug 1: CC12CCC3C(C1CCC2=O)CC(=C)C4=CC(=O)C=CC34C. Drug 2: CN(CC1=CN=C2C(=N1)C(=NC(=N2)N)N)C3=CC=C(C=C3)C(=O)NC(CCC(=O)O)C(=O)O. Cell line: SNB-19. Synergy scores: CSS=67.0, Synergy_ZIP=1.08, Synergy_Bliss=-1.02, Synergy_Loewe=-9.66, Synergy_HSA=2.07.